Dataset: NCI-60 drug combinations with 297,098 pairs across 59 cell lines. Task: Regression. Given two drug SMILES strings and cell line genomic features, predict the synergy score measuring deviation from expected non-interaction effect. Drug 1: CN1C2=C(C=C(C=C2)N(CCCl)CCCl)N=C1CCCC(=O)O.Cl. Drug 2: C1C(C(OC1N2C=NC3=C2NC=NCC3O)CO)O. Cell line: BT-549. Synergy scores: CSS=0.688, Synergy_ZIP=-1.32, Synergy_Bliss=-1.65, Synergy_Loewe=-4.10, Synergy_HSA=-3.96.